This data is from NCI-60 drug combinations with 297,098 pairs across 59 cell lines. The task is: Regression. Given two drug SMILES strings and cell line genomic features, predict the synergy score measuring deviation from expected non-interaction effect. (1) Drug 1: C1=CC=C(C=C1)NC(=O)CCCCCCC(=O)NO. Drug 2: COC1=C2C(=CC3=C1OC=C3)C=CC(=O)O2. Cell line: SNB-75. Synergy scores: CSS=7.42, Synergy_ZIP=-2.16, Synergy_Bliss=0.321, Synergy_Loewe=-2.05, Synergy_HSA=-1.24. (2) Synergy scores: CSS=6.41, Synergy_ZIP=3.10, Synergy_Bliss=-0.991, Synergy_Loewe=3.52, Synergy_HSA=1.15. Drug 2: CCC1(CC2CC(C3=C(CCN(C2)C1)C4=CC=CC=C4N3)(C5=C(C=C6C(=C5)C78CCN9C7C(C=CC9)(C(C(C8N6C)(C(=O)OC)O)OC(=O)C)CC)OC)C(=O)OC)O.OS(=O)(=O)O. Drug 1: CC1=C(C=C(C=C1)C(=O)NC2=CC(=CC(=C2)C(F)(F)F)N3C=C(N=C3)C)NC4=NC=CC(=N4)C5=CN=CC=C5. Cell line: MDA-MB-231. (3) Drug 1: C1=CN(C(=O)N=C1N)C2C(C(C(O2)CO)O)O.Cl. Drug 2: CN(CCCl)CCCl.Cl. Cell line: HOP-62. Synergy scores: CSS=47.4, Synergy_ZIP=-1.38, Synergy_Bliss=-1.98, Synergy_Loewe=-23.1, Synergy_HSA=-2.11.